From a dataset of Forward reaction prediction with 1.9M reactions from USPTO patents (1976-2016). Predict the product of the given reaction. Given the reactants [C@@H:1]1([N:9]2[CH:13]=[C:12](I)[CH:11]=[C:10]2[N+:15]([O-:17])=[O:16])[O:6][C@H:5]([CH2:7][OH:8])[C@@H:3]([OH:4])[CH2:2]1.C(N(CC)CC)C.[CH2:25]([NH:28][C:29](=[O:33])[CH:30]([Cl:32])[Cl:31])[C:26]#[CH:27], predict the reaction product. The product is: [C@@H:1]1([N:9]2[CH:13]=[C:12]([C:27]#[C:26][CH2:25][NH:28][C:29](=[O:33])[CH:30]([Cl:32])[Cl:31])[CH:11]=[C:10]2[N+:15]([O-:17])=[O:16])[O:6][C@H:5]([CH2:7][OH:8])[C@@H:3]([OH:4])[CH2:2]1.